Task: Predict the reactants needed to synthesize the given product.. Dataset: Full USPTO retrosynthesis dataset with 1.9M reactions from patents (1976-2016) (1) Given the product [C:7]1([CH:5]2[O:4][N:3]=[C:2]([S:17][CH2:18][C:19]3[N:20]=[C:21]([CH:24]4[CH2:25][CH2:26][N:27]([C:30]([O:32][C:33]([CH3:36])([CH3:35])[CH3:34])=[O:31])[CH2:28][CH2:29]4)[S:22][CH:23]=3)[CH2:6]2)[CH:12]=[CH:11][CH:10]=[CH:9][CH:8]=1, predict the reactants needed to synthesize it. The reactants are: Cl[C:2]1[CH2:6][CH:5]([C:7]2[CH:12]=[CH:11][CH:10]=[CH:9][CH:8]=2)[O:4][N:3]=1.[I-].NC([S:17][CH2:18][C:19]1[N:20]=[C:21]([CH:24]2[CH2:29][CH2:28][N:27]([C:30]([O:32][C:33]([CH3:36])([CH3:35])[CH3:34])=[O:31])[CH2:26][CH2:25]2)[S:22][CH:23]=1)=[NH2+].[OH-].[Na+].C1(C)C=CC=CC=1. (2) The reactants are: [NH:1]1[CH2:6][CH2:5][CH:4]([N:7]2[C:15]3[C:10](=[CH:11][CH:12]=[C:13]([C:16]([NH2:18])=[O:17])[CH:14]=3)[CH:9]=[CH:8]2)[CH2:3][CH2:2]1.[CH3:19][O:20][C:21]1[C:30]([CH2:31][CH:32]=O)=[C:29]2[C:24]([C:25](=[O:36])[CH2:26][C:27]([CH3:35])([CH3:34])[O:28]2)=[CH:23][CH:22]=1.C(O[BH-](OC(=O)C)OC(=O)C)(=O)C.[Na+].C(=O)(O)[O-].[Na+]. Given the product [CH3:19][O:20][C:21]1[C:30]([CH2:31][CH2:32][N:1]2[CH2:2][CH2:3][CH:4]([N:7]3[C:15]4[C:10](=[CH:11][CH:12]=[C:13]([C:16]([NH2:18])=[O:17])[CH:14]=4)[CH:9]=[CH:8]3)[CH2:5][CH2:6]2)=[C:29]2[C:24]([C:25](=[O:36])[CH2:26][C:27]([CH3:35])([CH3:34])[O:28]2)=[CH:23][CH:22]=1, predict the reactants needed to synthesize it. (3) Given the product [OH:47][C:40]1[C:39]([CH2:38][NH:37][C:10](=[O:12])[C:9]2[CH:8]=[CH:7][C:6]([CH:2]([CH2:3][CH2:4][CH3:5])[CH3:1])=[CH:14][CH:13]=2)=[C:44]([CH3:45])[CH:43]=[C:42]([CH3:46])[N:41]=1, predict the reactants needed to synthesize it. The reactants are: [CH3:1][CH:2]([C:6]1[CH:14]=[CH:13][C:9]([C:10]([OH:12])=O)=[CH:8][CH:7]=1)[CH2:3][CH2:4][CH3:5].Cl.CN(C)CCCN=C=NCC.ON1C2C=CC=CC=2N=N1.[NH2:37][CH2:38][C:39]1[C:40]([OH:47])=[N:41][C:42]([CH3:46])=[CH:43][C:44]=1[CH3:45]. (4) Given the product [CH2:17]([C:16]1[CH:15]=[C:14]([CH3:13])[NH:12][C:10](=[O:11])[C:9]=1[C:7]#[N:8])[CH3:18], predict the reactants needed to synthesize it. The reactants are: CC([O-])(C)C.[K+].[C:7]([CH2:9][C:10]([NH2:12])=[O:11])#[N:8].[CH3:13][C:14](=O)[CH:15]=[CH:16][CH2:17][CH3:18].O=O.Cl.